From a dataset of CYP2D6 inhibition data for predicting drug metabolism from PubChem BioAssay. Regression/Classification. Given a drug SMILES string, predict its absorption, distribution, metabolism, or excretion properties. Task type varies by dataset: regression for continuous measurements (e.g., permeability, clearance, half-life) or binary classification for categorical outcomes (e.g., BBB penetration, CYP inhibition). Dataset: cyp2d6_veith. (1) The molecule is CC(C)COCC1CC2(CC(C)(c3csc(N)n3)OC2=O)C(=O)O1. The result is 0 (non-inhibitor). (2) The compound is Cc1cn[nH]c1. The result is 0 (non-inhibitor). (3) The drug is CCOC(=O)c1[nH]c(C)c(/C(O)=C2\C(=O)C(=O)N(CCN3CCOCC3)C2c2cccs2)c1C. The result is 0 (non-inhibitor). (4) The compound is CCN(CC)C(=O)N[C@H]1C[C@H]2c3cccc4[nH]cc(c34)C[C@@H]2N(C)C1. The result is 1 (inhibitor). (5) The compound is Cc1ccc(NC(=O)CCC(=O)NNS(=O)(=O)c2ccccc2)c(C)c1. The result is 0 (non-inhibitor). (6) The molecule is NC12CC3CC(CC(C3)C1)C2.NC12CC3CC(CC(C3)C1)C2.O=C(O)/C=C\C(=O)O. The result is 0 (non-inhibitor). (7) The molecule is Cc1cccc(NC(=S)N(CCc2nc3cc(C)c(C)cc3[nH]2)Cc2cccnc2)c1. The result is 1 (inhibitor). (8) The compound is COc1ccc(Oc2ncc3ncc(=O)n(C)c3n2)cc1. The result is 0 (non-inhibitor). (9) The molecule is CC(NC(=O)c1ccc(N2CCCC2=O)cc1)c1ccccc1. The result is 1 (inhibitor). (10) The compound is COc1ccc(/C=C(\C#N)C(=O)NCC2CCCO2)cc1OC. The result is 0 (non-inhibitor).